Task: Predict the product of the given reaction.. Dataset: Forward reaction prediction with 1.9M reactions from USPTO patents (1976-2016) (1) Given the reactants [F:1][C:2]1[CH:3]=[C:4]([OH:8])[CH:5]=[N:6][CH:7]=1.C([O-])([O-])=O.[K+].[K+].Br[CH2:16][C:17]#[N:18], predict the reaction product. The product is: [F:1][C:2]1[CH:3]=[C:4]([O:8][CH2:16][C:17]#[N:18])[CH:5]=[N:6][CH:7]=1. (2) Given the reactants [Cl:1][C:2]1[CH:7]=[CH:6][N:5]=[C:4]2[N:8]([Si:11]([CH:18]([CH3:20])[CH3:19])([CH:15]([CH3:17])[CH3:16])[CH:12]([CH3:14])[CH3:13])[CH:9]=[CH:10][C:3]=12.[Li]C(CC)C.CN([CH:29]=[O:30])C.Cl.CCOCC.C(=O)(O)[O-].[Na+], predict the reaction product. The product is: [Cl:1][C:2]1[C:7]([CH:29]=[O:30])=[CH:6][N:5]=[C:4]2[N:8]([Si:11]([CH:15]([CH3:17])[CH3:16])([CH:18]([CH3:20])[CH3:19])[CH:12]([CH3:13])[CH3:14])[CH:9]=[CH:10][C:3]=12. (3) Given the reactants [N:1]([CH2:4][C:5]1[C:6]([F:22])=[C:7]([O:12][C:13]2[CH:14]=[C:15]([CH:18]=[C:19]([Br:21])[CH:20]=2)[C:16]#[N:17])[C:8]([Cl:11])=[CH:9][CH:10]=1)=[N+]=[N-].C1(P(C2C=CC=CC=2)C2C=CC=CC=2)C=CC=CC=1.O, predict the reaction product. The product is: [NH2:1][CH2:4][C:5]1[C:6]([F:22])=[C:7]([O:12][C:13]2[CH:14]=[C:15]([CH:18]=[C:19]([Br:21])[CH:20]=2)[C:16]#[N:17])[C:8]([Cl:11])=[CH:9][CH:10]=1. (4) Given the reactants F[P-](F)(F)(F)(F)F.N1(O[P+](N(C)C)(N(C)C)N(C)C)C2C=CC=CC=2N=N1.[CH2:28]([NH2:35])[C:29]1[CH:34]=[CH:33][CH:32]=[CH:31][CH:30]=1.[CH2:36]([O:43][C:44]([N:46]1[CH2:51][CH2:50][C:49]([CH2:58][C:59](O)=[O:60])([C:52]2[CH:57]=[CH:56][CH:55]=[CH:54][CH:53]=2)[CH2:48][CH2:47]1)=[O:45])[C:37]1[CH:42]=[CH:41][CH:40]=[CH:39][CH:38]=1.C(N(CC)CC)C, predict the reaction product. The product is: [CH2:36]([O:43][C:44]([N:46]1[CH2:51][CH2:50][C:49]([CH2:58][C:59](=[O:60])[NH:35][CH2:28][C:29]2[CH:34]=[CH:33][CH:32]=[CH:31][CH:30]=2)([C:52]2[CH:57]=[CH:56][CH:55]=[CH:54][CH:53]=2)[CH2:48][CH2:47]1)=[O:45])[C:37]1[CH:42]=[CH:41][CH:40]=[CH:39][CH:38]=1. (5) The product is: [N+:8]([C:5]1[CH:6]=[CH:7][C:2]([N:15]2[CH2:16][CH2:17][CH2:18][N:12]([CH3:11])[CH2:13][CH2:14]2)=[CH:3][CH:4]=1)([O-:10])=[O:9]. Given the reactants F[C:2]1[CH:7]=[CH:6][C:5]([N+:8]([O-:10])=[O:9])=[CH:4][CH:3]=1.[CH3:11][N:12]1[CH2:18][CH2:17][CH2:16][NH:15][CH2:14][CH2:13]1.C([O-])([O-])=O.[Cs+].[Cs+], predict the reaction product. (6) Given the reactants C(OC(=O)[NH:7][C@@H:8]1[CH2:13][CH2:12][CH2:11][N:10]([C:14]([C:16]2[CH:39]=[C:38]([O:40][CH3:41])[C:19]3[N:20]([CH3:37])[C:21]([C:23]4[N:31]([CH2:32][C:33]([F:36])([F:35])[F:34])[C:26]5=[N:27][CH:28]=[CH:29][CH:30]=[C:25]5[CH:24]=4)=[N:22][C:18]=3[CH:17]=2)=[O:15])[CH2:9]1)(C)(C)C.C(O)(C(F)(F)F)=O, predict the reaction product. The product is: [NH2:7][C@@H:8]1[CH2:13][CH2:12][CH2:11][N:10]([C:14]([C:16]2[CH:39]=[C:38]([O:40][CH3:41])[C:19]3[N:20]([CH3:37])[C:21]([C:23]4[N:31]([CH2:32][C:33]([F:36])([F:35])[F:34])[C:26]5=[N:27][CH:28]=[CH:29][CH:30]=[C:25]5[CH:24]=4)=[N:22][C:18]=3[CH:17]=2)=[O:15])[CH2:9]1. (7) The product is: [NH2:7][C:8]1([C:11]([N:13]2[CH2:14][CH2:15][N:16]([CH2:19][C:20]3[N:21]([CH3:46])[C:22]4[C:27]([N:28]=3)=[C:26]([N:29]3[CH2:34][CH2:33][O:32][CH2:31][CH2:30]3)[N:25]=[C:24]([N:35]3[C:39]5[CH:40]=[CH:41][CH:42]=[CH:43][C:38]=5[N:37]=[C:36]3[CH2:44][CH3:45])[N:23]=4)[CH2:17][CH2:18]2)=[O:12])[CH2:9][CH2:10]1. Given the reactants C(OC(=O)[NH:7][C:8]1([C:11]([N:13]2[CH2:18][CH2:17][N:16]([CH2:19][C:20]3[N:21]([CH3:46])[C:22]4[C:27]([N:28]=3)=[C:26]([N:29]3[CH2:34][CH2:33][O:32][CH2:31][CH2:30]3)[N:25]=[C:24]([N:35]3[C:39]5[CH:40]=[CH:41][CH:42]=[CH:43][C:38]=5[N:37]=[C:36]3[CH2:44][CH3:45])[N:23]=4)[CH2:15][CH2:14]2)=[O:12])[CH2:10][CH2:9]1)(C)(C)C, predict the reaction product. (8) The product is: [Cl:36][C:30]1[CH:31]=[CH:32][CH:33]=[C:34]([Cl:35])[C:29]=1[C:28]([NH:27][C@@H:9]([CH2:10]/[CH:11]=[CH:12]/[C:13]1[CH:18]=[CH:17][C:16]([C:19]2([O:25][CH3:26])[CH2:24][CH2:23][O:22][CH2:21][CH2:20]2)=[CH:15][CH:14]=1)[C:8]([OH:38])=[O:7])=[O:37]. Given the reactants C1COCC1.C[O:7][C:8](=[O:38])[C@@H:9]([NH:27][C:28](=[O:37])[C:29]1[C:34]([Cl:35])=[CH:33][CH:32]=[CH:31][C:30]=1[Cl:36])[CH2:10]/[CH:11]=[CH:12]/[C:13]1[CH:18]=[CH:17][C:16]([C:19]2([O:25][CH3:26])[CH2:24][CH2:23][O:22][CH2:21][CH2:20]2)=[CH:15][CH:14]=1.O.O.O.O.O.O.O.O.[OH-].[Ba+2].[OH-], predict the reaction product.